Dataset: Forward reaction prediction with 1.9M reactions from USPTO patents (1976-2016). Task: Predict the product of the given reaction. (1) Given the reactants [In].[Cl-].[Li+].Br[C:5](=[CH2:23])[CH2:6][C:7]([CH2:18][CH:19]=[CH:20][CH2:21]Br)([C:13]([O:15][CH2:16][CH3:17])=[O:14])[C:8]([O:10][CH2:11][CH3:12])=[O:9], predict the reaction product. The product is: [CH2:23]=[C:5]1[CH:19]([CH:20]=[CH2:21])[CH2:18][C:7]([C:13]([O:15][CH2:16][CH3:17])=[O:14])([C:8]([O:10][CH2:11][CH3:12])=[O:9])[CH2:6]1. (2) Given the reactants C([O:8][C:9]1[CH:14]=[C:13]([NH:15][C:16]2[N:21]=[C:20]([N:22]3[CH2:27][C@@H:26]([NH:28]C(OC(C)(C)C)=O)[CH2:25][C@@H:24]([NH:36]C(OC(C)(C)C)=O)[CH2:23]3)[N:19]=[C:18]([N:44]3[CH2:49][C@@H:48]([NH:50]C(OC(C)(C)C)=O)[CH2:47][C@@H:46]([NH:58]C(OC(C)(C)C)=O)[CH2:45]3)[N:17]=2)[CH:12]=[CH:11][C:10]=1[NH:66][C:67](=[O:76])[C:68]1[CH:73]=[CH:72][C:71]([Cl:74])=[CH:70][C:69]=1[OH:75])C1C=CC=CC=1, predict the reaction product. The product is: [Cl:74][C:71]1[CH:72]=[CH:73][C:68]([C:67]([NH:66][C:10]2[CH:11]=[CH:12][C:13]([NH:15][C:16]3[N:21]=[C:20]([N:22]4[CH2:23][C@@H:24]([NH2:36])[CH2:25][C@@H:26]([NH2:28])[CH2:27]4)[N:19]=[C:18]([N:44]4[CH2:45][C@@H:46]([NH2:58])[CH2:47][C@@H:48]([NH2:50])[CH2:49]4)[N:17]=3)=[CH:14][C:9]=2[OH:8])=[O:76])=[C:69]([OH:75])[CH:70]=1. (3) Given the reactants [BH4-].[Li+].C[O:4][C:5]([C@H:7]1[CH2:11][C@H:10]([F:12])[CH2:9][N:8]1[C:13]([O:15][C:16]([CH3:19])([CH3:18])[CH3:17])=[O:14])=O, predict the reaction product. The product is: [C:16]([O:15][C:13]([N:8]1[CH2:9][C@@H:10]([F:12])[CH2:11][C@@H:7]1[CH2:5][OH:4])=[O:14])([CH3:19])([CH3:18])[CH3:17].